From a dataset of NCI-60 drug combinations with 297,098 pairs across 59 cell lines. Regression. Given two drug SMILES strings and cell line genomic features, predict the synergy score measuring deviation from expected non-interaction effect. (1) Drug 1: CCCS(=O)(=O)NC1=C(C(=C(C=C1)F)C(=O)C2=CNC3=C2C=C(C=N3)C4=CC=C(C=C4)Cl)F. Drug 2: CN1CCC(CC1)COC2=C(C=C3C(=C2)N=CN=C3NC4=C(C=C(C=C4)Br)F)OC. Cell line: HT29. Synergy scores: CSS=50.9, Synergy_ZIP=8.70, Synergy_Bliss=9.21, Synergy_Loewe=2.29, Synergy_HSA=8.87. (2) Drug 1: C1=NC2=C(N=C(N=C2N1C3C(C(C(O3)CO)O)F)Cl)N. Drug 2: C1=CC=C(C=C1)NC(=O)CCCCCCC(=O)NO. Cell line: HCT116. Synergy scores: CSS=22.9, Synergy_ZIP=-13.7, Synergy_Bliss=-8.08, Synergy_Loewe=-6.84, Synergy_HSA=-5.89. (3) Drug 1: CC12CCC(CC1=CCC3C2CCC4(C3CC=C4C5=CN=CC=C5)C)O. Drug 2: C1=NC2=C(N=C(N=C2N1C3C(C(C(O3)CO)O)O)F)N. Cell line: NCI-H460. Synergy scores: CSS=-4.46, Synergy_ZIP=-0.216, Synergy_Bliss=-4.31, Synergy_Loewe=-5.71, Synergy_HSA=-5.51. (4) Drug 1: CC1=C2C(C(=O)C3(C(CC4C(C3C(C(C2(C)C)(CC1OC(=O)C(C(C5=CC=CC=C5)NC(=O)OC(C)(C)C)O)O)OC(=O)C6=CC=CC=C6)(CO4)OC(=O)C)OC)C)OC. Drug 2: COC1=C(C=C2C(=C1)N=CN=C2NC3=CC(=C(C=C3)F)Cl)OCCCN4CCOCC4. Cell line: NCI/ADR-RES. Synergy scores: CSS=55.7, Synergy_ZIP=9.88, Synergy_Bliss=13.0, Synergy_Loewe=15.2, Synergy_HSA=15.2.